This data is from Peptide-MHC class I binding affinity with 185,985 pairs from IEDB/IMGT. The task is: Regression. Given a peptide amino acid sequence and an MHC pseudo amino acid sequence, predict their binding affinity value. This is MHC class I binding data. (1) The peptide sequence is GMFTNRFGSQ. The binding affinity (normalized) is 0. The MHC is HLA-A02:01 with pseudo-sequence HLA-A02:01. (2) The peptide sequence is GQWGGDWAV. The MHC is HLA-B48:01 with pseudo-sequence HLA-B48:01. The binding affinity (normalized) is 0.619. (3) The MHC is HLA-A68:02 with pseudo-sequence HLA-A68:02. The peptide sequence is TAYGVLFSGV. The binding affinity (normalized) is 0.848. (4) The peptide sequence is YTFFFTQYF. The MHC is HLA-B15:42 with pseudo-sequence HLA-B15:42. The binding affinity (normalized) is 0.213. (5) The peptide sequence is ASVVGAPV. The MHC is H-2-Db with pseudo-sequence H-2-Db. The binding affinity (normalized) is 0.0660. (6) The peptide sequence is LLILNCSWI. The MHC is H-2-Kb with pseudo-sequence H-2-Kb. The binding affinity (normalized) is 0.113. (7) The peptide sequence is TRKIRSEEL. The MHC is HLA-B46:01 with pseudo-sequence HLA-B46:01. The binding affinity (normalized) is 0.0847. (8) The peptide sequence is EVIPMFSAL. The MHC is HLA-B54:01 with pseudo-sequence HLA-B54:01. The binding affinity (normalized) is 0.256. (9) The peptide sequence is KYFDDVTAF. The MHC is HLA-A26:03 with pseudo-sequence HLA-A26:03. The binding affinity (normalized) is 0.0847.